This data is from Reaction yield outcomes from USPTO patents with 853,638 reactions. The task is: Predict the reaction yield, written as a fraction of the theoretical maximum amount of product (1.0 means a 100% yield; for example, 0.34 means a 34% yield). (1) The reactants are [Cl:1][C:2]1[CH:11]=[C:10]([CH:12]=C)[CH:9]=[CH:8][C:3]=1[C:4]([O:6][CH3:7])=[O:5].CC(C)=[O:16].O.C[N+]1([O-])CCOCC1. The catalyst is CCOC(C)=O.O=[Os](=O)(=O)=O. The product is [Cl:1][C:2]1[CH:11]=[C:10]([CH:12]=[O:16])[CH:9]=[CH:8][C:3]=1[C:4]([O:6][CH3:7])=[O:5]. The yield is 0.900. (2) The catalyst is C1COCC1.COC(C)(C)C.[F-].C([N+](CCCC)(CCCC)CCCC)CCC. The yield is 0.662. The reactants are [CH2:1]([O:3][C:4](=[O:19])[C:5](=[O:18])[CH2:6][C:7]([CH3:17])([CH3:16])[CH2:8][C:9]1[CH:14]=[CH:13][CH:12]=[C:11]([Cl:15])[CH:10]=1)[CH3:2].[F:20][C:21]([Si](C)(C)C)([F:23])[F:22].[F-].C([N+](CCCC)(CCCC)CCCC)CCC. The product is [CH2:1]([O:3][C:4](=[O:19])[C:5]([OH:18])([C:21]([F:23])([F:22])[F:20])[CH2:6][C:7]([CH3:16])([CH3:17])[CH2:8][C:9]1[CH:14]=[CH:13][CH:12]=[C:11]([Cl:15])[CH:10]=1)[CH3:2]. (3) The reactants are [C:1]([C:3]1[CH:8]=[CH:7][CH:6]=[CH:5][C:4]=1[C:9]1[CH:14]=[CH:13][C:12]([CH2:15][C:16]2[C:17](=[O:42])[N:18]([C@H:28]3[CH2:33][CH2:32][C@H:31]([O:34][CH2:35][C:36](N(OC)C)=[O:37])[CH2:30][CH2:29]3)[C:19]3[N:20]([N:25]=[CH:26][CH:27]=3)[C:21]=2[CH2:22][CH2:23][CH3:24])=[CH:11][CH:10]=1)#[N:2].[CH3:43][Mg]Br.C(OCC)(=O)C. The catalyst is O1CCCC1. The product is [O:42]=[C:17]1[C:16]([CH2:15][C:12]2[CH:11]=[CH:10][C:9]([C:4]3[C:3]([C:1]#[N:2])=[CH:8][CH:7]=[CH:6][CH:5]=3)=[CH:14][CH:13]=2)=[C:21]([CH2:22][CH2:23][CH3:24])[N:20]2[N:25]=[CH:26][CH:27]=[C:19]2[N:18]1[C@H:28]1[CH2:33][CH2:32][C@H:31]([O:34][CH2:35][C:36](=[O:37])[CH3:43])[CH2:30][CH2:29]1. The yield is 0.940.